This data is from Peptide-MHC class I binding affinity with 185,985 pairs from IEDB/IMGT. The task is: Regression. Given a peptide amino acid sequence and an MHC pseudo amino acid sequence, predict their binding affinity value. This is MHC class I binding data. The peptide sequence is FHARFVQAL. The MHC is HLA-B39:01 with pseudo-sequence HLA-B39:01. The binding affinity (normalized) is 0.628.